Dataset: Full USPTO retrosynthesis dataset with 1.9M reactions from patents (1976-2016). Task: Predict the reactants needed to synthesize the given product. (1) The reactants are: C[N+]([O-:5])(C)C.Br[CH2:7][C:8]1[CH:9]=[CH:10][C:11]2[O:15][C:14]([C:16]#[N:17])=[CH:13][C:12]=2[CH:18]=1. Given the product [CH:7]([C:8]1[CH:9]=[CH:10][C:11]2[O:15][C:14]([C:16]#[N:17])=[CH:13][C:12]=2[CH:18]=1)=[O:5], predict the reactants needed to synthesize it. (2) Given the product [CH2:1]([O:5][C:6]1[CH:16]=[CH:15][CH:14]=[CH:13][C:7]=1[C:8]([OH:10])=[O:9])[CH2:2][CH:3]=[CH2:4], predict the reactants needed to synthesize it. The reactants are: [CH2:1]([O:5][C:6]1[CH:16]=[CH:15][CH:14]=[CH:13][C:7]=1[C:8]([O:10]CC)=[O:9])[CH2:2][CH:3]=[CH2:4].[Li+].[OH-].Cl.